Dataset: Reaction yield outcomes from USPTO patents with 853,638 reactions. Task: Predict the reaction yield, written as a fraction of the theoretical maximum amount of product (1.0 means a 100% yield; for example, 0.34 means a 34% yield). (1) The reactants are [Br:1][C:2]1[CH:11]=[CH:10][CH:9]=[C:8]2[C:3]=1[CH:4]=[CH:5][N:6]=[CH:7]2.C1C=C(Cl)C=C(C(OO)=[O:20])C=1. The catalyst is C(Cl)Cl. The product is [Br:1][C:2]1[CH:11]=[CH:10][CH:9]=[C:8]2[C:3]=1[CH:4]=[CH:5][N+:6]([O-:20])=[CH:7]2. The yield is 0.900. (2) The reactants are C([O:4][C:5]1[CH:10]=[C:9]([O:11][CH3:12])[CH:8]=[CH:7][C:6]=1[O:13][CH3:14])(=O)C.[OH-].[Na+].OS([O-])(=O)=O.[Na+]. The catalyst is CO. The product is [CH3:14][O:13][C:6]1[CH:7]=[CH:8][C:9]([O:11][CH3:12])=[CH:10][C:5]=1[OH:4]. The yield is 0.990. (3) The reactants are [CH2:1]([O:3][C:4]([C:6]1[C:7]([C:11]([F:14])([F:13])[F:12])=[N:8][NH:9][CH:10]=1)=[O:5])[CH3:2].P(OC)(OC)(O[CH3:18])=O. No catalyst specified. The product is [CH2:1]([O:3][C:4]([C:6]1[C:7]([C:11]([F:13])([F:14])[F:12])=[N:8][N:9]([CH3:18])[CH:10]=1)=[O:5])[CH3:2]. The yield is 0.900. (4) The reactants are [OH:1][C:2]1[CH:3]=[C:4]2[C:9](=[CH:10][CH:11]=1)[C:8](=[O:12])[CH2:7][CH2:6][CH2:5]2.Br[CH2:14][CH2:15][C:16]1[CH:21]=[CH:20][CH:19]=[CH:18][CH:17]=1.C(=O)([O-])[O-].[K+].[K+]. The catalyst is C(#N)C. The product is [C:16]1([CH2:15][CH2:14][O:1][C:2]2[CH:3]=[C:4]3[C:9](=[CH:10][CH:11]=2)[C:8](=[O:12])[CH2:7][CH2:6][CH2:5]3)[CH:21]=[CH:20][CH:19]=[CH:18][CH:17]=1. The yield is 0.610. (5) The reactants are [CH3:1][O:2][C:3]1[CH:4]=[C:5]([CH:24]=[CH:25][C:26]=1[O:27][CH3:28])[CH2:6][CH2:7][C:8]1[S:9][C:10]2[N:11]=[C:12]([NH2:23])[N:13]=[C:14]([N:17]3[CH2:22][CH2:21][NH:20][CH2:19][CH2:18]3)[C:15]=2[N:16]=1.[CH3:29][O:30][C:31]1[CH:41]=[CH:40][C:34]([O:35][CH2:36][C:37](O)=[O:38])=[CH:33][CH:32]=1. No catalyst specified. The product is [NH2:23][C:12]1[N:13]=[C:14]([N:17]2[CH2:18][CH2:19][N:20]([C:37](=[O:38])[CH2:36][O:35][C:34]3[CH:40]=[CH:41][C:31]([O:30][CH3:29])=[CH:32][CH:33]=3)[CH2:21][CH2:22]2)[C:15]2[N:16]=[C:8]([CH2:7][CH2:6][C:5]3[CH:24]=[CH:25][C:26]([O:27][CH3:28])=[C:3]([O:2][CH3:1])[CH:4]=3)[S:9][C:10]=2[N:11]=1. The yield is 0.710.